From a dataset of Forward reaction prediction with 1.9M reactions from USPTO patents (1976-2016). Predict the product of the given reaction. (1) Given the reactants [CH3:1][O:2][C:3]1[CH:8]=[CH:7][C:6]([CH2:9][O:10][CH2:11][CH2:12][C:13]#[C:14][CH3:15])=[CH:5][CH:4]=1.[C:16]1(/[CH:22]=[C:23]2/[C:24](=[N:29]O)[CH2:25][CH2:26][CH2:27][CH2:28]/2)[CH:21]=[CH:20][CH:19]=[CH:18][CH:17]=1, predict the reaction product. The product is: [CH3:1][O:2][C:3]1[CH:8]=[CH:7][C:6]([CH2:9][O:10][CH2:11][CH2:12][C:13]2[C:14]([CH3:15])=[N:29][C:24]3[CH2:25][CH2:26][CH2:27][CH2:28][C:23]=3[C:22]=2[C:16]2[CH:21]=[CH:20][CH:19]=[CH:18][CH:17]=2)=[CH:5][CH:4]=1. (2) Given the reactants O.O.[Sn](Cl)Cl.[CH3:6][O:7][C:8]1[CH:13]=[CH:12][C:11]([Cl:14])=[CH:10][C:9]=1[N+:15]#[N:16].[Cl-].COC1C=CC(Cl)=CC=1N, predict the reaction product. The product is: [Cl:14][C:11]1[CH:12]=[CH:13][C:8]([O:7][CH3:6])=[C:9]([NH:15][NH2:16])[CH:10]=1. (3) Given the reactants Cl[C:2]1[N:7]=[CH:6][C:5]([O:8][CH:9]2[CH2:18][CH2:17][C:12]3([O:16]CCO3)[CH2:11][CH2:10]2)=[CH:4][N:3]=1.[ClH:19], predict the reaction product. The product is: [Cl:19][C:9]1[CH:10]=[C:11]([C:2]2[N:3]=[CH:4][C:5]([O:8][CH:9]3[CH2:10][CH2:11][C:12](=[O:16])[CH2:17][CH2:18]3)=[CH:6][N:7]=2)[CH:12]=[CH:17][CH:18]=1. (4) Given the reactants C(Cl)(=O)C(Cl)=O.[Br:7][C:8]1[CH:13]=[CH:12][C:11]([CH2:14][C:15]([OH:17])=O)=[CH:10][CH:9]=1.BrC1C=CC(CC(Cl)=O)=CC=1.[Cl:29][C:30]1[CH:45]=[CH:44][C:33]([CH:34]=[N:35][C:36]2[CH:41]=[CH:40][C:39]([O:42][CH3:43])=[CH:38][CH:37]=2)=[CH:32][CH:31]=1.C(N)CCC.Cl, predict the reaction product. The product is: [Br:7][C:8]1[CH:9]=[CH:10][C:11]([C@@H:14]2[C@@H:34]([C:33]3[CH:44]=[CH:45][C:30]([Cl:29])=[CH:31][CH:32]=3)[N:35]([C:36]3[CH:41]=[CH:40][C:39]([O:42][CH3:43])=[CH:38][CH:37]=3)[C:15]2=[O:17])=[CH:12][CH:13]=1.